This data is from Full USPTO retrosynthesis dataset with 1.9M reactions from patents (1976-2016). The task is: Predict the reactants needed to synthesize the given product. (1) Given the product [Cl:11][C:12]1[CH:17]=[CH:16][N:15]2[C:14]([C:13]=1[CH3:24])=[C:18]([CH:21]1[CH2:23][CH2:22]1)[CH:19]=[C:26]([C:27]([O:29][CH3:30])=[O:28])[C:25]2=[O:31], predict the reactants needed to synthesize it. The reactants are: N1CCCCC1.C(O)(=O)C.[Cl:11][C:12]1[CH:17]=[CH:16][N:15]=[C:14]([CH:18]([CH:21]2[CH2:23][CH2:22]2)[CH:19]=O)[C:13]=1[CH3:24].[C:25](OC)(=[O:31])[CH2:26][C:27]([O:29][CH3:30])=[O:28]. (2) Given the product [Br:34][C:31]1[CH:30]=[C:26]2[C:25](=[CH:33][CH:32]=1)[N:24]=[C:6]([C:5]1[CH:9]=[C:10]([CH3:11])[C:2]([OH:1])=[C:3]([CH3:12])[CH:4]=1)[NH:29][C:27]2=[O:28], predict the reactants needed to synthesize it. The reactants are: [OH:1][C:2]1[C:10]([CH3:11])=[CH:9][C:5]([C:6](O)=O)=[CH:4][C:3]=1[CH3:12].C(Cl)(=O)C(Cl)=O.CN(C=O)C.[NH2:24][C:25]1[CH:33]=[CH:32][C:31]([Br:34])=[CH:30][C:26]=1[C:27]([NH2:29])=[O:28]. (3) Given the product [Cl:12][C:5]1[CH:6]=[C:7]([O:10][CH3:11])[CH:8]=[CH:9][C:4]=1[C:3]([OH:13])=[O:2], predict the reactants needed to synthesize it. The reactants are: C[O:2][C:3](=[O:13])[C:4]1[CH:9]=[CH:8][C:7]([O:10][CH3:11])=[CH:6][C:5]=1[Cl:12].[Li+].[OH-].Cl. (4) Given the product [C:23]1([C:19](=[O:22])[CH:20]([C:13]2[CH:18]=[CH:17][CH:16]=[CH:15][CH:14]=2)[CH3:21])[CH:28]=[CH:27][CH:26]=[CH:25][CH:24]=1, predict the reactants needed to synthesize it. The reactants are: CC(C)([O-])C.[Na+].O1CCCC1.Br[C:13]1[CH:18]=[CH:17][CH:16]=[CH:15][CH:14]=1.[C:19]([C:23]1[CH:28]=[CH:27][CH:26]=[CH:25][CH:24]=1)(=[O:22])[CH2:20][CH3:21]. (5) The reactants are: C([O:5][C:6](=[O:51])[CH:7]([NH:16][C:17](=[O:50])[CH:18]([CH2:42][C:43]([O:45]C(C)(C)C)=[O:44])[CH2:19][CH2:20][CH2:21][S:22]C(C1C=CC=CC=1)(C1C=CC=CC=1)C1C=CC=CC=1)[CH2:8][C:9]([O:11]C(C)(C)C)=[O:10])(C)(C)C.C(O)(C(F)(F)F)=O.C(S)(S)C.C([SiH](C(C)C)C(C)C)(C)C. Given the product [C:43]([CH2:42][CH:18]([CH2:19][CH2:20][CH2:21][SH:22])[C:17]([NH:16][CH:7]([CH2:8][C:9]([OH:11])=[O:10])[C:6]([OH:51])=[O:5])=[O:50])([OH:45])=[O:44], predict the reactants needed to synthesize it. (6) Given the product [CH3:16][C:11]1[C:12](=[O:15])[CH2:13][CH2:14][C:10]=1[NH:9][C:5]1[CH:6]=[CH:7][CH:8]=[C:3]([C:1]2[N:19]=[N:18][N:17]([CH2:20][C:21]3[CH:26]=[CH:25][CH:24]=[CH:23][C:22]=3[CH3:27])[CH:2]=2)[CH:4]=1, predict the reactants needed to synthesize it. The reactants are: [C:1]([C:3]1[CH:4]=[C:5]([NH:9][C:10]2[CH2:14][CH2:13][C:12](=[O:15])[C:11]=2[CH3:16])[CH:6]=[CH:7][CH:8]=1)#[CH:2].[N:17]([CH2:20][C:21]1[CH:26]=[CH:25][CH:24]=[CH:23][C:22]=1[CH3:27])=[N+:18]=[N-:19].O=C1O[C@H]([C@H](CO)O)C([O-])=C1O.[Na+]. (7) Given the product [Br:1][C:2]1[CH:10]=[CH:9][C:5]([C:6]([N:27]2[CH2:28][CH2:29][CH:24]([C:22](=[O:23])[C:19]3[CH:18]=[CH:17][C:16]([Cl:15])=[CH:21][CH:20]=3)[CH2:25][CH2:26]2)=[O:8])=[C:4]([S:11]([CH3:14])(=[O:13])=[O:12])[CH:3]=1, predict the reactants needed to synthesize it. The reactants are: [Br:1][C:2]1[CH:10]=[CH:9][C:5]([C:6]([OH:8])=O)=[C:4]([S:11]([CH3:14])(=[O:13])=[O:12])[CH:3]=1.[Cl:15][C:16]1[CH:21]=[CH:20][C:19]([C:22]([CH:24]2[CH2:29][CH2:28][NH:27][CH2:26][CH2:25]2)=[O:23])=[CH:18][CH:17]=1. (8) Given the product [CH:15]1([CH:8]([C:4]2[CH:5]=[CH:6][CH:7]=[C:2]([S:22][CH3:21])[CH:3]=2)[N:9]2[CH:13]=[C:12]([NH2:14])[CH:11]=[N:10]2)[CH2:20][CH2:19]1, predict the reactants needed to synthesize it. The reactants are: Cl[C:2]1[CH:3]=[C:4]([CH:8]([CH:15]2[CH2:20][CH2:19]OCC2)[N:9]2[CH:13]=[C:12]([NH2:14])[CH:11]=[N:10]2)[CH:5]=[CH:6][CH:7]=1.[CH3:21][S:22]C1C=C([Mg]Br)C=CC=1.O1CCC(C=O)CC1.C1(C=O)CC1. (9) Given the product [Cl:1][C:2]1[CH:3]=[CH:4][C:5]([O:25][CH2:35][C:34]2[CH:37]=[CH:38][CH:39]=[CH:40][C:33]=2[F:32])=[C:6]([CH2:8][N:9]2[C:13]([CH3:14])=[CH:12][C:11]([NH:15][C:16](=[O:24])[CH2:17][C:18]3[CH:19]=[CH:20][CH:21]=[CH:22][CH:23]=3)=[N:10]2)[CH:7]=1, predict the reactants needed to synthesize it. The reactants are: [Cl:1][C:2]1[CH:3]=[CH:4][C:5]([OH:25])=[C:6]([CH2:8][N:9]2[C:13]([CH3:14])=[CH:12][C:11]([NH:15][C:16](=[O:24])[CH2:17][C:18]3[CH:23]=[CH:22][CH:21]=[CH:20][CH:19]=3)=[N:10]2)[CH:7]=1.C(=O)([O-])[O-].[K+].[K+].[F:32][C:33]1[CH:40]=[CH:39][CH:38]=[CH:37][C:34]=1[CH2:35]Br. (10) Given the product [CH2:14]([N:20]([CH3:21])[C:10]([Cl:13])=[O:11])[CH2:15][CH2:16][CH2:17][CH2:18][CH3:19], predict the reactants needed to synthesize it. The reactants are: CCN(C(C)C)C(C)C.[C:10]([Cl:13])(Cl)=[O:11].[CH2:14]([NH:20][CH3:21])[CH2:15][CH2:16][CH2:17][CH2:18][CH3:19].